From a dataset of Catalyst prediction with 721,799 reactions and 888 catalyst types from USPTO. Predict which catalyst facilitates the given reaction. (1) Reactant: Cl.[NH2:2][C@H:3]([C:11]([OH:13])=[O:12])[CH2:4][C:5]1[CH:10]=[CH:9][CH:8]=[CH:7][CH:6]=1.[C:14](=N)([C:21]1[CH:26]=[CH:25][CH:24]=[CH:23][CH:22]=1)[C:15]1[CH:20]=[CH:19][CH:18]=[CH:17][CH:16]=1. The catalyst class is: 2. Product: [C:15]1([C:14]([C:21]2[CH:22]=[CH:23][CH:24]=[CH:25][CH:26]=2)=[N:2][C@H:3]([C:11]([OH:13])=[O:12])[CH2:4][C:5]2[CH:10]=[CH:9][CH:8]=[CH:7][CH:6]=2)[CH:20]=[CH:19][CH:18]=[CH:17][CH:16]=1. (2) Reactant: F[C:2]1[N:7]=[C:6]([NH2:8])[CH:5]=[CH:4][CH:3]=1.[CH3:9][C@H:10]1[CH2:14][CH2:13][CH2:12][NH:11]1. Product: [CH3:9][C@H:10]1[CH2:14][CH2:13][CH2:12][N:11]1[C:2]1[N:7]=[C:6]([NH2:8])[CH:5]=[CH:4][CH:3]=1. The catalyst class is: 6. (3) Reactant: F[C:2]1[CH:9]=[C:8]([N+:10]([O-:12])=[O:11])[CH:7]=[CH:6][C:3]=1[C:4]#[N:5].[CH3:13][O:14][C:15](=[O:18])[CH2:16][NH2:17].C(N(CC)CC)C.O. Product: [CH3:13][O:14][C:15](=[O:18])[CH2:16][NH:17][C:2]1[CH:9]=[C:8]([N+:10]([O-:12])=[O:11])[CH:7]=[CH:6][C:3]=1[C:4]#[N:5]. The catalyst class is: 16.